Dataset: Forward reaction prediction with 1.9M reactions from USPTO patents (1976-2016). Task: Predict the product of the given reaction. (1) Given the reactants Cl.Cl.[O:3]1[C:8]2=[CH:9][CH:10]=[CH:11][C:7]2=[CH:6][C:5]([CH:12]2[CH2:17][CH2:16][CH2:15][CH2:14][N:13]2[CH2:18][CH2:19][C@H:20]2[CH2:25][CH2:24][C@H:23]([NH2:26])[CH2:22][CH2:21]2)=[CH:4]1.[C:27](O)(=[O:31])[CH:28]([CH3:30])[CH3:29], predict the reaction product. The product is: [O:3]1[C:8]2=[CH:9][CH:10]=[CH:11][C:7]2=[CH:6][C:5]([CH:12]2[CH2:17][CH2:16][CH2:15][CH2:14][N:13]2[CH2:18][CH2:19][C@H:20]2[CH2:21][CH2:22][C@H:23]([NH:26][C:27](=[O:31])[CH:28]([CH3:30])[CH3:29])[CH2:24][CH2:25]2)=[CH:4]1. (2) Given the reactants [S:1]1[CH:5]=[CH:4][CH:3]=[C:2]1[C:6]1[N:10]([CH2:11][C:12](O)=[O:13])[C:9](=[S:15])[NH:8][N:7]=1.[H-].[H-].[H-].[H-].[Li+].[Al+3], predict the reaction product. The product is: [OH:13][CH2:12][CH2:11][N:10]1[C:6]([C:2]2[S:1][CH:5]=[CH:4][CH:3]=2)=[N:7][NH:8][C:9]1=[S:15].